From a dataset of Full USPTO retrosynthesis dataset with 1.9M reactions from patents (1976-2016). Predict the reactants needed to synthesize the given product. (1) Given the product [F:16][C:17]1[CH:22]=[CH:21][C:20](/[C:2](/[Si:12]([CH3:15])([CH3:14])[CH3:13])=[C:3](/[C:6]2[CH:11]=[CH:10][CH:9]=[CH:8][CH:7]=2)\[CH2:4][CH3:5])=[CH:19][CH:18]=1, predict the reactants needed to synthesize it. The reactants are: Br/[C:2](/[Si:12]([CH3:15])([CH3:14])[CH3:13])=[C:3](/[C:6]1[CH:11]=[CH:10][CH:9]=[CH:8][CH:7]=1)\[CH2:4][CH3:5].[F:16][C:17]1[CH:22]=[CH:21][C:20](B(O)O)=[CH:19][CH:18]=1.C(=O)([O-])[O-].[Na+].[Na+]. (2) Given the product [NH2:8][C:9]1[C:18]2[C:13](=[CH:14][CH:15]=[CH:16][C:17]=2[CH3:19])[N:12]=[C:11]([CH3:20])[C:10]=1[C:21]([O:23][CH2:24][CH3:25])=[O:22], predict the reactants needed to synthesize it. The reactants are: COC1C=CC(C[NH:8][C:9]2[C:18]3[C:13](=[CH:14][CH:15]=[CH:16][C:17]=3[CH3:19])[N:12]=[C:11]([CH3:20])[C:10]=2[C:21]([O:23][CH2:24][CH3:25])=[O:22])=CC=1. (3) Given the product [CH2:49]([N:53]1[N:57]=[C:56]([CH3:58])[S:55]/[C:54]/1=[CH:59]\[C:7]([C:6]1[CH:10]=[CH:11][CH:12]=[C:4]([O:3][C:2]([F:1])([F:14])[F:13])[CH:5]=1)=[O:9])[CH2:50][CH2:51][CH3:52], predict the reactants needed to synthesize it. The reactants are: [F:1][C:2]([F:14])([F:13])[O:3][C:4]1[CH:5]=[C:6]([CH:10]=[CH:11][CH:12]=1)[C:7]([OH:9])=O.CN(C(ON1N=NC2C=CC=NC1=2)=[N+](C)C)C.F[P-](F)(F)(F)(F)F.CCN(C(C)C)C(C)C.[I-].[CH2:49]([N+:53]1[N:57]=[C:56]([CH3:58])[S:55][C:54]=1[CH3:59])[CH2:50][CH2:51][CH3:52]. (4) Given the product [CH3:22][C:21]1[CH:20]=[CH:19][N:18]=[CH:17][C:16]=1[N:13]1[CH2:14][CH2:15][N:11]([C:9]2[S:10][C:6]3[CH:5]=[CH:4][N:3]=[CH:2][C:7]=3[CH:8]=2)[C:12]1=[O:23], predict the reactants needed to synthesize it. The reactants are: Cl[C:2]1[C:7]2[CH:8]=[C:9]([N:11]3[CH2:15][CH2:14][N:13]([C:16]4[CH:17]=[N:18][CH:19]=[CH:20][C:21]=4[CH3:22])[C:12]3=[O:23])[S:10][C:6]=2[CH:5]=[CH:4][N:3]=1. (5) Given the product [Cl:27][C:22]1[CH:21]=[C:20]([CH:25]=[CH:24][C:23]=1[Cl:26])[CH2:19][NH:18][C:12]1[C:11]2[C:16](=[C:7]([O:6][CH2:5][CH2:4][NH:3][S:32]([CH2:28][CH:29]([CH3:31])[CH3:30])(=[O:34])=[O:33])[CH:8]=[CH:9][CH:10]=2)[N:15]=[C:14]([CH3:17])[CH:13]=1, predict the reactants needed to synthesize it. The reactants are: Cl.Cl.[NH2:3][CH2:4][CH2:5][O:6][C:7]1[CH:8]=[CH:9][CH:10]=[C:11]2[C:16]=1[N:15]=[C:14]([CH3:17])[CH:13]=[C:12]2[NH:18][CH2:19][C:20]1[CH:25]=[CH:24][C:23]([Cl:26])=[C:22]([Cl:27])[CH:21]=1.[CH2:28]([S:32](Cl)(=[O:34])=[O:33])[CH:29]([CH3:31])[CH3:30]. (6) The reactants are: [CH3:1][N:2]([CH3:22])[S:3]([N:6]1[CH:10]=[C:9](Br)[C:8]([C:12]2[CH:17]=[CH:16][N:15]=[C:14]([C:18]([F:21])([F:20])[F:19])[N:13]=2)=[N:7]1)(=[O:5])=[O:4].C([O-])([O-])=O.[Na+].[Na+].[O:29]1[CH2:34][CH2:33][O:32][CH2:31]C1. Given the product [CH3:1][N:2]([CH3:22])[S:3]([N:6]1[CH:10]=[C:9]([C:8]2[CH:9]=[CH:10][C:34]3[O:29][CH2:31][O:32][C:33]=3[CH:12]=2)[C:8]([C:12]2[CH:17]=[CH:16][N:15]=[C:14]([C:18]([F:21])([F:20])[F:19])[N:13]=2)=[N:7]1)(=[O:5])=[O:4], predict the reactants needed to synthesize it. (7) The reactants are: [N:1]([CH:4]1[CH2:10][O:9][CH:8]([C:11]2[N:15]([CH3:16])[N:14]=[CH:13][C:12]=2[N+:17]([O-])=O)[CH2:7][C:6]([F:21])([F:20])[CH2:5]1)=[N+]=[N-].[Cl-].[NH4+].[NH2:24][C:25]1[S:29][C:28]([C:30]2[C:35]([F:36])=[CH:34][CH:33]=[CH:32][C:31]=2[F:37])=[N:27][C:26]=1[C:38](O)=[O:39].CCN(C(C)C)C(C)C.CCCP(=O)=O. Given the product [NH2:24][C:25]1[S:29][C:28]([C:30]2[C:35]([F:36])=[CH:34][CH:33]=[CH:32][C:31]=2[F:37])=[N:27][C:26]=1[C:38]([NH:17][C:12]1[CH:13]=[N:14][N:15]([CH3:16])[C:11]=1[CH:8]1[CH2:7][C:6]([F:21])([F:20])[CH2:5][CH:4]([NH2:1])[CH2:10][O:9]1)=[O:39], predict the reactants needed to synthesize it. (8) Given the product [S:8]1[C:9]2[CH:15]=[CH:14][CH:13]=[CH:12][C:10]=2[N:11]=[CH:7]1, predict the reactants needed to synthesize it. The reactants are: S(Cl)(Cl)(=O)=O.S[C:7]1[S:8][C:9]2[CH:15]=[CH:14][C:13](C(F)(F)F)=[CH:12][C:10]=2[N:11]=1.